Dataset: Full USPTO retrosynthesis dataset with 1.9M reactions from patents (1976-2016). Task: Predict the reactants needed to synthesize the given product. Given the product [CH3:19][O:18][C:15]1[CH:16]=[CH:17][C:12]([CH2:11][C@H:10]([NH:20][C:21](=[O:33])[C@@H:22]([NH:24][C:25]([C:27]2[CH:31]=[C:30]([CH3:32])[O:29][N:28]=2)=[O:26])[CH3:23])[C:9]([OH:34])=[O:8])=[CH:13][CH:14]=1, predict the reactants needed to synthesize it. The reactants are: C([O:8][C:9](=[O:34])[C@@H:10]([NH:20][C:21](=[O:33])[C@@H:22]([NH:24][C:25]([C:27]1[CH:31]=[C:30]([CH3:32])[O:29][N:28]=1)=[O:26])[CH3:23])[CH2:11][C:12]1[CH:17]=[CH:16][C:15]([O:18][CH3:19])=[CH:14][CH:13]=1)C1C=CC=CC=1.